Dataset: Reaction yield outcomes from USPTO patents with 853,638 reactions. Task: Predict the reaction yield, written as a fraction of the theoretical maximum amount of product (1.0 means a 100% yield; for example, 0.34 means a 34% yield). (1) The reactants are [NH2:1][C:2]1[C:9]([I:10])=[CH:8][C:5]([C:6]#[N:7])=[C:4]([CH3:11])[N:3]=1.Cl. The catalyst is C1COCC1. The product is [NH2:7][CH2:6][C:5]1[CH:8]=[C:9]([I:10])[C:2]([NH2:1])=[N:3][C:4]=1[CH3:11]. The yield is 0.600. (2) The yield is 0.840. The reactants are C([O:3][C:4]([C:6]12[CH2:24][CH:23]1[CH:22]=[CH:21][CH2:20][CH2:19][CH2:18][CH2:17][CH2:16][CH:15]([NH:25][C:26]([O:28][C:29]([CH3:32])([CH3:31])[CH3:30])=[O:27])[C:14](=[O:33])[N:13]1[CH:9]([CH2:10][CH:11]([O:34][Si:35]([C:38]([CH3:41])([CH3:40])[CH3:39])([CH3:37])[CH3:36])[CH2:12]1)[C:8](=[O:42])[NH:7]2)=[O:5])C.C1COCC1.CO.O.[OH-].[Li+]. The catalyst is O. The product is [C:29]([O:28][C:26]([NH:25][CH:15]1[C:14](=[O:33])[N:13]2[CH:9]([CH2:10][CH:11]([O:34][Si:35]([C:38]([CH3:40])([CH3:39])[CH3:41])([CH3:37])[CH3:36])[CH2:12]2)[C:8](=[O:42])[NH:7][C:6]2([C:4]([OH:5])=[O:3])[CH:23]([CH2:24]2)[CH:22]=[CH:21][CH2:20][CH2:19][CH2:18][CH2:17][CH2:16]1)=[O:27])([CH3:30])([CH3:31])[CH3:32].